From a dataset of Reaction yield outcomes from USPTO patents with 853,638 reactions. Predict the reaction yield, written as a fraction of the theoretical maximum amount of product (1.0 means a 100% yield; for example, 0.34 means a 34% yield). (1) The reactants are [CH:1]1([CH2:4][N:5]([S:25]([C:28]2[CH:33]=[CH:32][CH:31]=[CH:30][N:29]=2)(=[O:27])=[O:26])[C:6]2[CH:7]=[C:8]([O:20][CH2:21][CH2:22][O:23][CH3:24])[CH:9]=[C:10]3[C:14]=2[NH:13][C:12]([C:15]([O:17]CC)=[O:16])=[CH:11]3)[CH2:3][CH2:2]1.[OH-].[Na+]. The catalyst is C(O)C. The product is [CH:1]1([CH2:4][N:5]([S:25]([C:28]2[CH:33]=[CH:32][CH:31]=[CH:30][N:29]=2)(=[O:27])=[O:26])[C:6]2[CH:7]=[C:8]([O:20][CH2:21][CH2:22][O:23][CH3:24])[CH:9]=[C:10]3[C:14]=2[NH:13][C:12]([C:15]([OH:17])=[O:16])=[CH:11]3)[CH2:3][CH2:2]1. The yield is 0.990. (2) The reactants are [Br:1][C:2]1[CH:3]=[CH:4][C:5]([CH3:16])=[C:6]([C:8](=O)[CH2:9][C:10]([CH:12]2[CH2:14][CH2:13]2)=O)[CH:7]=1.Cl.[NH:18]([C:20]1[CH:25]=[CH:24][C:23]([S:26]([NH2:29])(=[O:28])=[O:27])=[CH:22][CH:21]=1)[NH2:19]. The catalyst is C(O)C. The product is [Br:1][C:2]1[CH:3]=[CH:4][C:5]([CH3:16])=[C:6]([C:8]2[N:18]([C:20]3[CH:21]=[CH:22][C:23]([S:26]([NH2:29])(=[O:28])=[O:27])=[CH:24][CH:25]=3)[N:19]=[C:10]([CH:12]3[CH2:14][CH2:13]3)[CH:9]=2)[CH:7]=1. The yield is 0.530. (3) The reactants are O[CH2:2][CH2:3][C:4]([NH:7][C:8]1[CH:9]=[C:10]([CH:21]=[CH:22][C:23]=1[N+:24]([O-:26])=[O:25])[C:11]([O:13][CH2:14][C:15]1[CH:20]=[CH:19][CH:18]=[CH:17][CH:16]=1)=[O:12])([CH3:6])[CH3:5].[NH:27]([C:35]([O:37][C:38]([CH3:41])([CH3:40])[CH3:39])=[O:36])[C:28]([O:30][C:31]([CH3:34])([CH3:33])[CH3:32])=[O:29].C1(P(C2C=CC=CC=2)C2C=CC=CC=2)C=CC=CC=1.N(C(OC(C)C)=O)=NC(OC(C)C)=O. The catalyst is C1COCC1. The product is [C:38]([O:37][C:35]([N:27]([C:28]([O:30][C:31]([CH3:32])([CH3:33])[CH3:34])=[O:29])[CH2:2][CH2:3][C:4]([NH:7][C:8]1[CH:9]=[C:10]([CH:21]=[CH:22][C:23]=1[N+:24]([O-:26])=[O:25])[C:11]([O:13][CH2:14][C:15]1[CH:16]=[CH:17][CH:18]=[CH:19][CH:20]=1)=[O:12])([CH3:6])[CH3:5])=[O:36])([CH3:41])([CH3:40])[CH3:39]. The yield is 0.460. (4) The reactants are [CH2:1]([O:3][C:4]1[CH:9]=[CH:8][C:7]([S:10](Cl)(=[O:12])=[O:11])=[CH:6][C:5]=1[C:14]1[NH:19][C:18](=[O:20])[C:17]2=[C:21]([CH2:27][CH3:28])[N:22]=[C:23]([CH2:24][CH2:25][CH3:26])[N:16]2[N:15]=1)[CH3:2].CN(C1C=CC=CN=1)C.[CH2:38]([NH:40][CH2:41][CH2:42][OH:43])[CH3:39]. The catalyst is ClCCl. The product is [CH2:1]([O:3][C:4]1[CH:9]=[CH:8][C:7]([S:10]([N:40]([CH2:38][CH3:39])[CH2:41][CH2:42][OH:43])(=[O:12])=[O:11])=[CH:6][C:5]=1[C:14]1[NH:19][C:18](=[O:20])[C:17]2=[C:21]([CH2:27][CH3:28])[N:22]=[C:23]([CH2:24][CH2:25][CH3:26])[N:16]2[N:15]=1)[CH3:2]. The yield is 0.630. (5) The reactants are [NH2:1][CH2:2][CH:3]([C:5]1[CH:10]=[CH:9][CH:8]=[CH:7][CH:6]=1)[OH:4].[CH3:11][O:12][C:13](=[O:23])[CH2:14][CH2:15][CH2:16][CH2:17][CH2:18][CH2:19][C:20](O)=[O:21].ON1C2C=CC=CC=2N=N1. The catalyst is C1COCC1.C(OCC)(=O)C. The product is [CH3:11][O:12][C:13](=[O:23])[CH2:14][CH2:15][CH2:16][CH2:17][CH2:18][CH2:19][C:20](=[O:21])[NH:1][CH2:2][CH:3]([OH:4])[C:5]1[CH:10]=[CH:9][CH:8]=[CH:7][CH:6]=1. The yield is 0.910. (6) The reactants are Br[C:2]1[CH:3]=[C:4]([C:8]2([C:19]3[CH:24]=[C:23]([CH3:25])[N:22]=[C:21]([CH3:26])[N:20]=3)[C:16]3[C:11](=[C:12]([F:17])[CH:13]=[CH:14][CH:15]=3)[C:10]([NH2:18])=[N:9]2)[CH:5]=[CH:6][CH:7]=1.[N:27]1[CH:32]=[C:31](B(O)O)[CH:30]=[N:29][CH:28]=1.C(=O)([O-])[O-].[Cs+].[Cs+].CCOC(C)=O. The catalyst is COCCOC.CCO.O.[Cl-].[Na+].O.C1C=CC(P(C2C=CC=CC=2)[C-]2C=CC=C2)=CC=1.C1C=CC(P(C2C=CC=CC=2)[C-]2C=CC=C2)=CC=1.Cl[Pd]Cl.[Fe+2].O. The product is [CH3:26][C:21]1[N:20]=[C:19]([C:8]2([C:4]3[CH:5]=[CH:6][CH:7]=[C:2]([C:31]4[CH:32]=[N:27][CH:28]=[N:29][CH:30]=4)[CH:3]=3)[C:16]3[C:11](=[C:12]([F:17])[CH:13]=[CH:14][CH:15]=3)[C:10]([NH2:18])=[N:9]2)[CH:24]=[C:23]([CH3:25])[N:22]=1. The yield is 0.150.